This data is from Reaction yield outcomes from USPTO patents with 853,638 reactions. The task is: Predict the reaction yield, written as a fraction of the theoretical maximum amount of product (1.0 means a 100% yield; for example, 0.34 means a 34% yield). (1) The reactants are C(OC(=O)[NH:10][C@H:11]([C:15]([N:17]1[CH2:22][CH2:21][CH:20]([O:23][C:24]2[CH:29]=[CH:28][C:27]([F:30])=[CH:26][C:25]=2[C:31]2[O:32][C:33]([CH3:36])=[N:34][N:35]=2)[CH2:19][CH2:18]1)=[O:16])[CH:12]([CH3:14])[CH3:13])C1C=CC=CC=1. The catalyst is [C].[Pd].CO. The product is [F:30][C:27]1[CH:28]=[CH:29][C:24]([O:23][CH:20]2[CH2:21][CH2:22][N:17]([C:15](=[O:16])[C@@H:11]([NH2:10])[CH:12]([CH3:14])[CH3:13])[CH2:18][CH2:19]2)=[C:25]([C:31]2[O:32][C:33]([CH3:36])=[N:34][N:35]=2)[CH:26]=1. The yield is 0.980. (2) The yield is 0.800. The product is [O:3]=[C:2]([CH2:18][C:12]1[CH:17]=[CH:16][CH:15]=[CH:14][CH:13]=1)[CH:1]=[O:5]. The catalyst is C1COCC1. The reactants are [C:1](Cl)(=[O:5])[C:2](Cl)=[O:3].CN(C=O)C.[C:12]1([CH3:18])[CH:17]=[CH:16][CH:15]=[CH:14][CH:13]=1. (3) The reactants are [NH2:1][CH:2]1[CH2:7][CH2:6][N:5](C(OC(C)(C)C)=O)[CH2:4][CH2:3]1.[N:15]([C:18]1[CH:23]=[C:22]([C:24]([F:27])([F:26])[F:25])[CH:21]=[C:20]([C:28]([F:31])([F:30])[F:29])[CH:19]=1)=[C:16]=[O:17]. The catalyst is C(Cl)Cl. The product is [F:25][C:24]([F:26])([F:27])[C:22]1[CH:23]=[C:18]([NH:15][C:16]([NH:1][CH:2]2[CH2:3][CH2:4][NH:5][CH2:6][CH2:7]2)=[O:17])[CH:19]=[C:20]([C:28]([F:31])([F:29])[F:30])[CH:21]=1. The yield is 1.00. (4) The reactants are [CH3:1][O:2][C:3]([C@H:5]1[C@H:10]([CH3:11])[O:9][C@@H:8]([CH3:12])[CH2:7][N:6]1[S:13][C:14]1[CH:19]=[CH:18][C:17]([OH:20])=[CH:16][CH:15]=1)=[O:4].[CH3:21][C:22]1[CH:29]=[CH:28][CH:27]=[CH:26][C:23]=1[CH2:24]Br.C(=O)([O-])[O-].[Cs+].[Cs+].C(OCC)C. The catalyst is CN(C)C=O.C(OCC)(=O)C. The product is [CH3:1][O:2][C:3]([C@H:5]1[C@H:10]([CH3:11])[O:9][C@@H:8]([CH3:12])[CH2:7][N:6]1[S:13][C:14]1[CH:15]=[CH:16][C:17]([O:20][CH2:21][C:22]2[CH:29]=[CH:28][CH:27]=[CH:26][C:23]=2[CH3:24])=[CH:18][CH:19]=1)=[O:4]. The yield is 0.480. (5) The reactants are Cl.NO.[C:4](=[O:7])(O)[O-].[Na+].ClC(OC1C=CC([N+:19]([O-])=[O:20])=CC=1)=O.[CH3:22][O:23][C:24]1[CH:29]=[CH:28][C:27]([C:30]2[N:31]=[C:32]([CH:43]3[CH2:48][CH2:47][NH:46][CH2:45][CH2:44]3)[O:33][C:34]=2[C:35]2[CH:40]=[CH:39][C:38]([O:41][CH3:42])=[CH:37][CH:36]=2)=[CH:26][CH:25]=1.C(N(CC)CC)C. The catalyst is C(#N)C. The product is [CH3:22][O:23][C:24]1[CH:29]=[CH:28][C:27]([C:30]2[N:31]=[C:32]([CH:43]3[CH2:48][CH2:47][N:46]([C:4](=[O:7])[NH:19][OH:20])[CH2:45][CH2:44]3)[O:33][C:34]=2[C:35]2[CH:40]=[CH:39][C:38]([O:41][CH3:42])=[CH:37][CH:36]=2)=[CH:26][CH:25]=1. The yield is 0.450. (6) The reactants are O[C:2]([C:5]1[CH:35]=[CH:34][C:8]([CH2:9][N:10]2[C:18]3[C:13](=[CH:14][C:15]([CH:19]=[C:20]4[S:24][C:23]([N:25]5[CH2:30][CH2:29][O:28][CH:27]([CH2:31][OH:32])[CH2:26]5)=[N:22][C:21]4=[O:33])=[CH:16][CH:17]=3)[CH:12]=[N:11]2)=[C:7]([C:36]([F:39])([F:38])[F:37])[CH:6]=1)([CH3:4])[CH3:3].C(O)(C(F)(F)F)=O. The catalyst is ClCCl. The product is [OH:32][CH2:31][C@@H:27]1[O:28][CH2:29][CH2:30][N:25]([C:23]2[S:24][C:20](=[CH:19][C:15]3[CH:14]=[C:13]4[C:18](=[CH:17][CH:16]=3)[N:10]([CH2:9][C:8]3[CH:34]=[CH:35][C:5]([C:2]([CH3:4])=[CH2:3])=[CH:6][C:7]=3[C:36]([F:37])([F:39])[F:38])[N:11]=[CH:12]4)[C:21](=[O:33])[N:22]=2)[CH2:26]1. The yield is 0.240. (7) The product is [Cl:1][C:2]1[C:11]([CH3:12])=[CH:10][C:9]([NH:13][S:20]([C:14]2[CH:19]=[CH:18][CH:17]=[CH:16][CH:15]=2)(=[O:22])=[O:21])=[C:8]2[C:3]=1[CH:4]=[CH:5][CH:6]=[N:7]2. The reactants are [Cl:1][C:2]1[C:11]([CH3:12])=[CH:10][C:9]([NH2:13])=[C:8]2[C:3]=1[CH:4]=[CH:5][CH:6]=[N:7]2.[C:14]1([S:20](Cl)(=[O:22])=[O:21])[CH:19]=[CH:18][CH:17]=[CH:16][CH:15]=1. The catalyst is CN(C1C=CN=CC=1)C. The yield is 0.400. (8) The product is [N:30]1[C:22]([NH:1][C@H:2]([C:4]2[N:5]([C:15]3[CH:20]=[CH:19][CH:18]=[CH:17][CH:16]=3)[C:6]3[CH:12]=[C:11]([C:13]#[N:14])[CH:10]=[CH:9][C:7]=3[N:8]=2)[CH3:3])=[C:23]2[C:27]([NH:26][CH:25]=[N:24]2)=[N:28][CH:29]=1. The yield is 0.370. The catalyst is C(O)CCC. The reactants are [NH2:1][C@H:2]([C:4]1[N:5]([C:15]2[CH:20]=[CH:19][CH:18]=[CH:17][CH:16]=2)[C:6]2[CH:12]=[C:11]([C:13]#[N:14])[CH:10]=[CH:9][C:7]=2[N:8]=1)[CH3:3].Cl[C:22]1[N:30]=[CH:29][N:28]=[C:27]2[C:23]=1[N:24]=[CH:25][NH:26]2.CCN(C(C)C)C(C)C. (9) The reactants are [NH:1]1[CH2:6][CH2:5][O:4][CH2:3][CH2:2]1.Cl[CH2:8][C@@H:9]1[CH2:11][O:10]1.CC(C)([O-])C.[K+].O1CCCC1. The catalyst is C(O)(C)(C)C. The product is [O:10]1[CH2:11][C@@H:9]1[CH2:8][N:1]1[CH2:6][CH2:5][O:4][CH2:3][CH2:2]1. The yield is 0.772.